Predict the reactants needed to synthesize the given product. From a dataset of Full USPTO retrosynthesis dataset with 1.9M reactions from patents (1976-2016). (1) Given the product [CH2:22]([O:24][C:25](=[O:31])[CH2:26][CH:27]([N:14]1[C:15]2[CH:20]=[CH:19][CH:18]=[CH:17][C:16]=2[N:12]([CH2:11][C:9]2[C:10]3[C:2]([CH3:1])=[CH:3][CH:4]=[CH:5][C:6]=3[S:7][CH:8]=2)[C:13]1=[O:21])[CH2:28][CH2:29][CH3:30])[CH3:23], predict the reactants needed to synthesize it. The reactants are: [CH3:1][C:2]1[C:10]2[C:9]([CH2:11][N:12]3[C:16]4[CH:17]=[CH:18][CH:19]=[CH:20][C:15]=4[NH:14][C:13]3=[O:21])=[CH:8][S:7][C:6]=2[CH:5]=[CH:4][CH:3]=1.[CH2:22]([O:24][C:25](=[O:31])/[CH:26]=[CH:27]/[CH2:28][CH2:29][CH3:30])[CH3:23].[OH-].C([N+](C)(C)C)C1C=CC=CC=1.CO.[NH4+].[Cl-]. (2) Given the product [CH:1]([C:4]1[CH:9]=[CH:8][C:7]([C:10]2[C:19]3[C:14](=[CH:15][CH:16]=[C:17]([O:20][CH2:21][C:22]#[CH:23])[CH:18]=3)[CH:13]=[C:12]([C:24]3[NH:35][C:32]4[CH:33]=[CH:34][C:29]([C:28]([F:37])([F:38])[F:27])=[CH:30][C:31]=4[N:36]=3)[N:11]=2)=[CH:6][CH:5]=1)([CH3:3])[CH3:2], predict the reactants needed to synthesize it. The reactants are: [CH:1]([C:4]1[CH:9]=[CH:8][C:7]([C:10]2[C:19]3[C:14](=[CH:15][CH:16]=[C:17]([O:20][CH2:21][C:22]#[CH:23])[CH:18]=3)[CH:13]=[C:12]([C:24](O)=O)[N:11]=2)=[CH:6][CH:5]=1)([CH3:3])[CH3:2].[F:27][C:28]([F:38])([F:37])[C:29]1[CH:34]=[CH:33][C:32]([NH2:35])=[C:31]([NH2:36])[CH:30]=1.C(N(C(C)C)C(C)C)C.F[P-](F)(F)(F)(F)F.N1(O[P+](N(C)C)(N(C)C)N(C)C)C2C=CC=CC=2N=N1.C(O)(C(F)(F)F)=O.